From a dataset of Experimentally validated miRNA-target interactions with 360,000+ pairs, plus equal number of negative samples. Binary Classification. Given a miRNA mature sequence and a target amino acid sequence, predict their likelihood of interaction. (1) The miRNA is mmu-miR-671-3p with sequence UCCGGUUCUCAGGGCUCCACC. The protein sequence of the target gene is METSAAAASAGGFFPSFLLLAFGTLVAAVLGVAHRLGLFYQLMHKVDKTSIRHGGESVAAVLRAHGVRFVFTLVGGHISPLLVACEKLGIRVVDTRHEVTAVFAADAVARLTGTVGVAAVTAGPGLTNTVTAVKNAQVAQSPVLLLGGAASTLLQKRGALQAIDQMSLFRPLCKFCASVRRVRDIVPTLRTAIAAAQSGTPGPVFVELPLDVLYPYFMVEKEMIPTKLPNSLMGRVVVWYLQNCLANLFVGAWEPRPEGPLPLDIPQASPQQVQRCVEILSRAKRPLLVLGSQALLPPTP.... Result: 0 (no interaction). (2) The miRNA is hsa-miR-516b-3p with sequence UGCUUCCUUUCAGAGGGU. The protein sequence of the target gene is MVLRSHPFPRQDRPQGSVPRAVPGSPVGPSTSTHSEDRHGPSSSVGTVIGTGTGGLVEAGGQPQPRSSETNGSPSPDPPPGLRGEGTREKSLDPLPQAAMPRGPAQPPAQRPPGPAASSSARRSQPVPQLRKRSRCEIAPSSEQEVRPAASGDPQGEAPGEGGSPAGRSGALTEKQEEARKLMVFLQRPGGWGVVEGPRKPSSRALEPATAAALRRRLDLGSCLDVLAFAQQHGEPGLAQETYALMSDNLLRVLGDPCLYRRLSAADRERILSLRTGRGRAVLGVLVLPSLYQGGRSGLP.... Result: 0 (no interaction). (3) The miRNA is mmu-miR-3058-3p with sequence UUCCUGUCAGCCGUGGGUGCC. The protein sequence of the target gene is MGPRGRQSPSATLAPSQGSCFFILFCLRLGASCPQACQCPDHAGAVAVHCSSRGLQEIPRDIPADTVLLKLDANRISRVPNGAFQHLPQLRELDLSHNAIEAIGPAAFSGLAGGLRLLDLSHNRIRRIPKDALGKLSAKIRLSHNPLHCECALQEALWELKLDPDSVDEIACHTSAQEQFVGKPLIQVLDSGASFCSTHRKTTDVAMLVTMFGWFTMVIAYVVYYVRHNQEDARRHLEYLKSLPSAPVSKEPLSPVP. Result: 0 (no interaction). (4) The miRNA is hsa-miR-4276 with sequence CUCAGUGACUCAUGUGC. The protein sequence of the target gene is MEVAANCSLRVKRPLLDPRFEGYKLSLEPLPCYQLELDAAVAEVKLRDDQYTLEHMHAFGMYNYLHCDSWYQDSVYYIDTLGRIMNLTVMLDTALGKPREVFRLPTDLTACDNRLCASIHFSSSTWVTLSDGTGRLYVIGTGERGNSASEKWEIMFNEELGDPFIIIHSISLLNAEEHSIATLLLRIEKEELDMKGSGFYVSLEWVTISKKNQDNKKYEIIKRDILRGKSVPHYAAIEPDGNGLMIVSYKSLTFVQAGQDLEENMDEDISEKIKEPLYYWQQTEDDLTVTIRLPEDSTKE.... Result: 0 (no interaction). (5) The miRNA is hsa-miR-3977 with sequence GUGCUUCAUCGUAAUUAACCUUA. The protein sequence of the target gene is MAERGRKRPCGPGEHGQRIEWRKWKQQKKEEKKKWKDLKLMKKLERQRAQEEQAKRLEEEEAAAEKEDRGRPYTLSVALPGSILDNAQSPELRTYLAGQIARACAIFCVDEIVVFDEEGQDAKTVEGEFTGVGKKGQACVQLARILQYLECPQYLRKAFFPKHQDLQFAGLLNPLDSPHHMRQDEESEFREGIVVDRPTRPGHGSFVNCGMKKEVKIDKNLEPGLRVTVRLNQQQHPDCKTYHGKVVSSQDPRTKAGLYWGYTVRLASCLSAVFAEAPFQDGYDLTIGTSERGSDVASAQ.... Result: 1 (interaction). (6) The miRNA is mmu-miR-297b-5p with sequence AUGUAUGUGUGCAUGAACAUGU. The protein sequence of the target gene is MLTRNSLYLLLWILFDGGLLTPLQPQPQQTLATEPKENVIHLSGRRSHFQRVKRGWVWNQFFVLEEYMGSEPQYVGKLHSDLDKGEGTVKYTLSGDGAGTVFTIDETTGDIHAIRSLDREEKPFYTLRAQAVDIETRKPLEPESEFIIKVQDINDNEPKFLDGPYVASVPEMSPVGAYVLQVKATDADDPTYGNSARVVYSILQGQPYFSIDPKTGVIRTALPNMDREVKEQYQVLIQAKDMGGQLGGLAGTTVVNITLTDVNDNPPRFPKSIFHLKVPESSPVGSAIGRIRAVDPDFGK.... Result: 1 (interaction). (7) The miRNA is hsa-miR-211-5p with sequence UUCCCUUUGUCAUCCUUCGCCU. The protein sequence of the target gene is MPEQSNDYRVAVFGAGGVGKSSLVLRFVKGTFRESYIPTVEDTYRQVISCDKSICTLQITDTTGSHQFPAMQRLSISKGHAFILVYSITSRQSLEELKPIYEQICEIKGDVESIPIMLVGNKCDESPNREVQSSEAEALARTWKCAFMETSAKLNHNVKELFQELLNLEKRRTVSLQIDGKKSKQQKRKEKLKGKCVVM. Result: 0 (no interaction). (8) The protein sequence of the target gene is MDQPFTVNSLKKLAAMPDHTDVSLSPEERVRALSKLGCNITISEDITPRRYFRSGVEMERMASVYLEEGNLENAFVLYNKFITLFVEKLPNHRDYQQCAVPEKQDIMKKLKEIAFPRTDELKNDLLKKYNVEYQEYLQSKNKYKAEILKKLEHQRLIEAERKRIAQMRQQQLESEQFLFFEDQLKKQELARGQMRSQQTSGLSEQIDGSALSCFSTHQNNSLLNVFADQPNKSDATNYASHSPPVNRALTPAATLSAVQNLVVEGLRCVVLPEDLCHKFLQLAESNTVRGIETCGILCGK.... Result: 1 (interaction). The miRNA is hsa-miR-885-5p with sequence UCCAUUACACUACCCUGCCUCU.